This data is from Full USPTO retrosynthesis dataset with 1.9M reactions from patents (1976-2016). The task is: Predict the reactants needed to synthesize the given product. (1) Given the product [Si:41]([O:40][C@@H:29]([C:30]1[CH:31]=[CH:32][C:33]([C:36]([F:37])([F:38])[F:39])=[CH:34][CH:35]=1)[C@H:28]([NH:48][C:49](=[O:55])[O:50][C:51]([CH3:54])([CH3:53])[CH3:52])[CH2:27][CH2:26][C:24]1[S:25][C:21]([C:13]2[CH:14]=[C:15]3[C:10](=[CH:11][CH:12]=2)[CH:9]=[N:8][C:7]([F:6])=[CH:16]3)=[CH:22][N:23]=1)([C:44]([CH3:45])([CH3:46])[CH3:47])([CH3:42])[CH3:43], predict the reactants needed to synthesize it. The reactants are: C([O-])(=O)C.[K+].[F:6][C:7]1[N:8]=[CH:9][C:10]2[C:15]([CH:16]=1)=[CH:14][C:13](B(O)O)=[CH:12][CH:11]=2.Br[C:21]1[S:25][C:24]([CH2:26][CH2:27][C@@H:28]([NH:48][C:49](=[O:55])[O:50][C:51]([CH3:54])([CH3:53])[CH3:52])[C@@H:29]([O:40][Si:41]([C:44]([CH3:47])([CH3:46])[CH3:45])([CH3:43])[CH3:42])[C:30]2[CH:35]=[CH:34][C:33]([C:36]([F:39])([F:38])[F:37])=[CH:32][CH:31]=2)=[N:23][CH:22]=1. (2) Given the product [NH2:2][CH2:1][CH2:3][CH2:4][N:5]1[CH2:6][CH2:7][CH:8]([C:11]2[CH:12]=[C:13]([CH:18]=[CH:19][CH:20]=2)[C:14]([NH:16][CH3:17])=[O:15])[CH2:9][CH2:10]1, predict the reactants needed to synthesize it. The reactants are: [C:1]([CH2:3][CH2:4][N:5]1[CH2:10][CH2:9][CH:8]([C:11]2[CH:12]=[C:13]([CH:18]=[CH:19][CH:20]=2)[C:14]([NH:16][CH3:17])=[O:15])[CH2:7][CH2:6]1)#[N:2]. (3) Given the product [ClH:44].[ClH:44].[CH2:1]([O:8][C:9]1[C:10]([NH:16][C:17]2[S:18][CH:28]=[C:29]([CH:31]3[CH2:36][CH2:35][NH:34][CH2:33][CH2:32]3)[N:19]=2)=[N:11][CH:12]=[C:13]([Br:15])[CH:14]=1)[C:2]1[CH:7]=[CH:6][CH:5]=[CH:4][CH:3]=1, predict the reactants needed to synthesize it. The reactants are: [CH2:1]([O:8][C:9]1[C:10]([NH:16][C:17]([NH2:19])=[S:18])=[N:11][CH:12]=[C:13]([Br:15])[CH:14]=1)[C:2]1[CH:7]=[CH:6][CH:5]=[CH:4][CH:3]=1.C(N(CC)CC)C.Br[CH2:28][C:29]([CH:31]1[CH2:36][CH2:35][N:34](C(OC(C)(C)C)=O)[CH2:33][CH2:32]1)=O.[ClH:44]. (4) Given the product [Cl:1][C:2]1[CH:7]=[CH:6][CH:5]=[C:4]([Cl:8])[C:3]=1[S:9]([NH2:13])(=[O:11])=[O:10], predict the reactants needed to synthesize it. The reactants are: [Cl:1][C:2]1[CH:7]=[CH:6][CH:5]=[C:4]([Cl:8])[C:3]=1[S:9](Cl)(=[O:11])=[O:10].[NH3:13].Cl. (5) Given the product [CH3:9][S:8][C:4]1[N:3]=[C:2]([C:21]2[CH:22]=[CH:23][C:18]([C:17]([F:28])([F:27])[F:16])=[CH:19][CH:20]=2)[CH:7]=[CH:6][N:5]=1, predict the reactants needed to synthesize it. The reactants are: Cl[C:2]1[CH:7]=[CH:6][N:5]=[C:4]([S:8][CH3:9])[N:3]=1.C(=O)([O-])[O-].[Na+].[Na+].[F:16][C:17]([F:28])([F:27])[C:18]1[CH:23]=[CH:22][C:21](B(O)O)=[CH:20][CH:19]=1. (6) Given the product [Cl:2][C:3]1[CH:8]=[CH:7][CH:6]=[CH:5][C:4]=1[CH:9]1[N:13]([C:14]2[CH:19]=[CH:18][CH:17]=[C:16]([N:20]3[CH2:21][CH2:22][N:23]([S:37]([CH3:36])(=[O:39])=[O:38])[CH2:24][CH2:25]3)[CH:15]=2)[N:12]=[C:11]([C:26]([C:28]([F:31])([F:30])[F:29])([C:32]([F:33])([F:35])[F:34])[OH:27])[CH2:10]1, predict the reactants needed to synthesize it. The reactants are: Cl.[Cl:2][C:3]1[CH:8]=[CH:7][CH:6]=[CH:5][C:4]=1[CH:9]1[N:13]([C:14]2[CH:19]=[CH:18][CH:17]=[C:16]([N:20]3[CH2:25][CH2:24][NH:23][CH2:22][CH2:21]3)[CH:15]=2)[N:12]=[C:11]([C:26]([C:32]([F:35])([F:34])[F:33])([C:28]([F:31])([F:30])[F:29])[OH:27])[CH2:10]1.[CH3:36][S:37](Cl)(=[O:39])=[O:38].C(N(CC)CC)C. (7) Given the product [Cl:14][CH2:10][C:3]1[CH:4]=[CH:5][CH:6]=[C:7]([O:8][CH3:9])[C:2]=1[F:1], predict the reactants needed to synthesize it. The reactants are: [F:1][C:2]1[C:7]([O:8][CH3:9])=[CH:6][CH:5]=[CH:4][C:3]=1[CH2:10]O.O.C(Cl)(Cl)(Cl)[Cl:14]. (8) Given the product [CH3:9][O:8][C:6]([C:5]1[CH:10]=[CH:11][C:2]([N:1]=[C:15]=[S:16])=[CH:3][C:4]=1[N+:12]([O-:14])=[O:13])=[O:7], predict the reactants needed to synthesize it. The reactants are: [NH2:1][C:2]1[CH:11]=[CH:10][C:5]([C:6]([O:8][CH3:9])=[O:7])=[C:4]([N+:12]([O-:14])=[O:13])[CH:3]=1.[C:15](N1C=CC=CC1=O)(N1C=CC=CC1=O)=[S:16].